Dataset: Tyrosyl-DNA phosphodiesterase HTS with 341,365 compounds. Task: Binary Classification. Given a drug SMILES string, predict its activity (active/inactive) in a high-throughput screening assay against a specified biological target. (1) The drug is O=C(NC1C(CCCC1)C)c1nn(c(=O)c2c1cccc2)C. The result is 0 (inactive). (2) The drug is S1(=O)(=O)CC(S(=O)CCCCCCCC)C(O)C1. The result is 0 (inactive). (3) The compound is S(c1[nH]n2C(C(=C(N=c2n1)C)C(=O)Nc1ccccc1)c1ccc(cc1)C(O)=O)CC(=O)c1ccc(cc1)C. The result is 0 (inactive). (4) The compound is S(=O)(=O)(N1CCCCC1)c1cc(NC(=O)CSc2n(c(nn2)C2CC2)C)c(cc1)C. The result is 0 (inactive).